Dataset: Catalyst prediction with 721,799 reactions and 888 catalyst types from USPTO. Task: Predict which catalyst facilitates the given reaction. (1) Reactant: [CH2:1]([OH:5])[CH2:2][CH:3]=C.[CH3:6][C:7]1([CH:11]=[O:12])[CH2:10][O:9][CH2:8]1.[C:13](O)(C(F)(F)F)=O. Product: [CH3:6][C:7]1([CH:11]2[CH2:13][CH:1]([OH:5])[CH2:2][CH2:3][O:12]2)[CH2:10][O:9][CH2:8]1. The catalyst class is: 2. (2) Reactant: Cl.[CH2:2]([N:9]1[C:17]2[C:12](=[CH:13][C:14]([NH:18][C:19]3[C:28]4[C:23](=[CH:24][C:25]([C:29]5[O:30][C:31]([CH:34]6OCC[O:35]6)=[CH:32][CH:33]=5)=[CH:26][CH:27]=4)[N:22]=[CH:21][N:20]=3)=[CH:15][CH:16]=2)[CH:11]=[N:10]1)[C:3]1[CH:8]=[CH:7][CH:6]=[CH:5][CH:4]=1.Cl. The catalyst class is: 1. Product: [CH2:2]([N:9]1[C:17]2[C:12](=[CH:13][C:14]([NH:18][C:19]3[C:28]4[C:23](=[CH:24][C:25]([C:29]5[O:30][C:31]([CH:34]=[O:35])=[CH:32][CH:33]=5)=[CH:26][CH:27]=4)[N:22]=[CH:21][N:20]=3)=[CH:15][CH:16]=2)[CH:11]=[N:10]1)[C:3]1[CH:8]=[CH:7][CH:6]=[CH:5][CH:4]=1. (3) Reactant: [CH3:1][C:2]1[CH:7]=[CH:6][CH:5]=[C:4]([CH3:8])[C:3]=1[CH:9]([C:11]1[CH:16]=[CH:15][C:14]([CH:17]2OCC[O:18]2)=[CH:13][CH:12]=1)O.Cl[Si](C)(C)C.[I-].[Na+].C(#N)C. Product: [CH3:1][C:2]1[CH:7]=[CH:6][CH:5]=[C:4]([CH3:8])[C:3]=1[CH2:9][C:11]1[CH:16]=[CH:15][C:14]([CH:17]=[O:18])=[CH:13][CH:12]=1. The catalyst class is: 6. (4) Reactant: Cl.N[C:3]1[CH:13]=[CH:12][C:6]([C:7]([O:9][CH2:10][CH3:11])=[O:8])=[CH:5][C:4]=1[Br:14].N([O-])=O.[Na+].[C:19]([Cu])#[N:20].[C-]#N.[Na+]. Product: [Br:14][C:4]1[CH:5]=[C:6]([CH:12]=[CH:13][C:3]=1[C:19]#[N:20])[C:7]([O:9][CH2:10][CH3:11])=[O:8]. The catalyst class is: 238.